Predict the reactants needed to synthesize the given product. From a dataset of Full USPTO retrosynthesis dataset with 1.9M reactions from patents (1976-2016). (1) The reactants are: [CH3:1][C:2]1[CH:7]=[CH:6][C:5]([C:8]2[CH2:13][CH2:12][CH2:11][CH2:10][C:9]=2[C:14]([NH:16][C:17]2[CH:22]=[CH:21][C:20]([O:23][CH2:24][CH2:25][N:26]3[C:30]([NH:31]C(C4C=CC=CC=4)(C4C=CC=CC=4)C4C=CC=CC=4)=[CH:29][CH:28]=[N:27]3)=[CH:19][CH:18]=2)=[O:15])=[CH:4][CH:3]=1.Cl. Given the product [NH2:31][C:30]1[N:26]([CH2:25][CH2:24][O:23][C:20]2[CH:19]=[CH:18][C:17]([NH:16][C:14]([C:9]3[CH2:10][CH2:11][CH2:12][CH2:13][C:8]=3[C:5]3[CH:4]=[CH:3][C:2]([CH3:1])=[CH:7][CH:6]=3)=[O:15])=[CH:22][CH:21]=2)[N:27]=[CH:28][CH:29]=1, predict the reactants needed to synthesize it. (2) Given the product [CH3:1][O:2][C:3]1[CH:23]=[C:22]([O:24][CH3:25])[C:6]2[C:7]3[N:12]([CH:13]([CH3:15])[CH2:14][C:5]=2[CH:4]=1)[CH:11]=[C:10]([C:16]([OH:18])=[O:17])[C:9](=[O:21])[CH:8]=3, predict the reactants needed to synthesize it. The reactants are: [CH3:1][O:2][C:3]1[CH:23]=[C:22]([O:24][CH3:25])[C:6]2[C:7]3[N:12]([CH:13]([CH3:15])[CH2:14][C:5]=2[CH:4]=1)[CH:11]=[C:10]([C:16]([O:18]CC)=[O:17])[C:9](=[O:21])[CH:8]=3.[OH-].[Na+].Cl. (3) Given the product [CH3:1][O:2][C:3]1[CH:4]=[C:5]([NH:11][C:12]2[C:13]3[N:30]=[CH:29][S:28][C:14]=3[N:15]=[C:16]([N:18]3[CH2:23][CH2:22][CH2:21][CH:20]([C:24]([OH:26])=[O:25])[CH2:19]3)[N:17]=2)[CH:6]=[CH:7][C:8]=1[O:9][CH3:10], predict the reactants needed to synthesize it. The reactants are: [CH3:1][O:2][C:3]1[CH:4]=[C:5]([NH:11][C:12]2[C:13]3[N:30]=[CH:29][S:28][C:14]=3[N:15]=[C:16]([N:18]3[CH2:23][CH2:22][CH2:21][CH:20]([C:24]([O:26]C)=[O:25])[CH2:19]3)[N:17]=2)[CH:6]=[CH:7][C:8]=1[O:9][CH3:10].[OH-].[Na+]. (4) The reactants are: FC(F)(F)C([O-])=O.C([NH2+]CCCN)(=O)CCC[CH2:12][C@H:13]1[C@@H:21]2[C@@H:16]([NH:17][C:18]([NH:20]2)=[O:19])[CH2:15][S:14]1.[CH:28]1([C:33]([O:35]NC2C(=O)CCC2=O)=[O:34])[CH2:32][CH:31]=[CH:30][CH2:29]1. Given the product [CH:12]1[CH2:13][CH2:21][CH2:16][CH:15]=1.[OH:35][C:33]([CH2:28][CH2:32][CH2:31][CH2:30][C@H:29]1[C@@H:21]2[C@@H:16]([NH:17][C:18]([NH:20]2)=[O:19])[CH2:15][S:14]1)=[O:34], predict the reactants needed to synthesize it.